From a dataset of Forward reaction prediction with 1.9M reactions from USPTO patents (1976-2016). Predict the product of the given reaction. Given the reactants C(=O)([O-])[O-].[K+].[K+].[Br:7][C:8]1[CH:9]=[C:10]([CH:13]=[CH:14][C:15]=1F)[C:11]#[N:12].[Cl:17][C:18]1[CH:23]=[CH:22][C:21]([OH:24])=[C:20]([O:25][CH3:26])[CH:19]=1, predict the reaction product. The product is: [Br:7][C:8]1[CH:9]=[C:10]([CH:13]=[CH:14][C:15]=1[O:24][C:21]1[CH:22]=[CH:23][C:18]([Cl:17])=[CH:19][C:20]=1[O:25][CH3:26])[C:11]#[N:12].